This data is from Catalyst prediction with 721,799 reactions and 888 catalyst types from USPTO. The task is: Predict which catalyst facilitates the given reaction. (1) Reactant: [O:1]1[CH:5]=[CH:4][CH:3]=[C:2]1[CH2:6][CH2:7][C:8]1([CH:16]([CH3:18])[CH3:17])[O:13][C:12](=[O:14])[CH:11]=[C:10]([OH:15])[CH2:9]1.[C:19]([C:23]1[CH:28]=[C:27]([CH2:29][OH:30])[C:26]([CH3:31])=[CH:25][C:24]=1[S:32]S(C1C=CC(C)=CC=1)(=O)=O)([CH3:22])([CH3:21])[CH3:20].C(=O)([O-])[O-].[K+].[K+]. Product: [C:19]([C:23]1[CH:28]=[C:27]([CH2:29][OH:30])[C:26]([CH3:31])=[CH:25][C:24]=1[S:32][C:11]1[C:12](=[O:14])[O:13][C:8]([CH2:7][CH2:6][C:2]2[O:1][CH:5]=[CH:4][CH:3]=2)([CH:16]([CH3:18])[CH3:17])[CH2:9][C:10]=1[OH:15])([CH3:22])([CH3:21])[CH3:20]. The catalyst class is: 3. (2) Reactant: [Br:1][C:2]1[CH:3]=[N:4][C:5]([CH3:8])=[N:6][CH:7]=1.[Br:9]N1C(=O)CCC1=O.CC(N=NC(C#N)(C)C)(C#N)C. The catalyst class is: 53. Product: [Br:1][C:2]1[CH:3]=[N:4][C:5]([CH2:8][Br:9])=[N:6][CH:7]=1. (3) Reactant: Br[C:2]1[N:3]=[C:4]2[N:11]([CH2:12][CH:13]3[CH2:18][CH2:17][O:16][CH2:15][CH2:14]3)[CH2:10][C:9](=[O:19])[NH:8][C:5]2=[N:6][CH:7]=1.C[Sn](C)(C)[C:22]1[CH:23]=[CH:24][C:25]([C:28]([OH:31])([CH3:30])[CH3:29])=[N:26][CH:27]=1.ClCCl. Product: [OH:31][C:28]([C:25]1[N:26]=[CH:27][C:22]([C:2]2[N:3]=[C:4]3[N:11]([CH2:12][CH:13]4[CH2:18][CH2:17][O:16][CH2:15][CH2:14]4)[CH2:10][C:9](=[O:19])[NH:8][C:5]3=[N:6][CH:7]=2)=[CH:23][CH:24]=1)([CH3:30])[CH3:29]. The catalyst class is: 9. (4) Reactant: [Cl:1][C:2]1[CH:3]=[CH:4][C:5]2[S:9][C:8](=[O:10])[N:7]([CH2:11][C:12]([OH:14])=O)[C:6]=2[CH:15]=1.[Cl:16][C:17]1[CH:28]=[CH:27][C:20]2[NH:21][C:22]([CH2:24][NH:25][CH3:26])=[N:23][C:19]=2[CH:18]=1.C1C=CC2N(O)N=NC=2C=1.CCN=C=NCCCN(C)C.Cl. Product: [Cl:16][C:17]1[CH:28]=[CH:27][C:20]2[NH:21][C:22]([CH2:24][N:25]([CH3:26])[C:12](=[O:14])[CH2:11][N:7]3[C:6]4[CH:15]=[C:2]([Cl:1])[CH:3]=[CH:4][C:5]=4[S:9][C:8]3=[O:10])=[N:23][C:19]=2[CH:18]=1. The catalyst class is: 136. (5) Product: [CH3:1][N:2]1[C:10]2[C:5](=[CH:6][CH:7]=[CH:8][CH:9]=2)[C:4]([CH2:11][CH2:12][C:13]([NH:15][N:16]=[CH:28][C:20]2[CH:21]=[C:22]3[C:27](=[C:18]([CH3:17])[CH:19]=2)[N:26]=[CH:25][CH:24]=[CH:23]3)=[O:14])=[CH:3]1. The catalyst class is: 5. Reactant: [CH3:1][N:2]1[C:10]2[C:5](=[CH:6][CH:7]=[CH:8][CH:9]=2)[C:4]([CH2:11][CH2:12][C:13]([NH:15][NH2:16])=[O:14])=[CH:3]1.[CH3:17][C:18]1[CH:19]=[C:20]([CH:28]=O)[CH:21]=[C:22]2[C:27]=1[N:26]=[CH:25][CH:24]=[CH:23]2. (6) Reactant: C(CC1C=CC2N=C(CCl)NC=2C=1)(O)=O.C(OC(N(CC1C=CC=CN=1)CC1C=CC(CNC2C3N=CC=CC=3CCC2)=CC=1)=O)(C)(C)C.C(N(C(C)C)CC)(C)C.C(OC([N:66]([CH2:100][C:101]1[CH:106]=[CH:105][CH:104]=[CH:103][N:102]=1)[CH2:67][C:68]1[CH:73]=[CH:72][C:71]([CH2:74][N:75]([CH2:86][C:87]2[NH:91][C:90]3[CH:92]=[CH:93][C:94]([CH2:96][C:97]([OH:99])=[O:98])=[CH:95][C:89]=3[N:88]=2)[CH:76]2[C:85]3[N:84]=[CH:83][CH:82]=[CH:81][C:80]=3[CH2:79][CH2:78][CH2:77]2)=[CH:70][CH:69]=1)=O)(C)(C)C. Product: [N:102]1[CH:103]=[CH:104][CH:105]=[CH:106][C:101]=1[CH2:100][NH:66][CH2:67][C:68]1[CH:73]=[CH:72][C:71]([CH2:74][N:75]([CH2:86][C:87]2[NH:91][C:90]3[CH:92]=[CH:93][C:94]([CH2:96][C:97]([OH:99])=[O:98])=[CH:95][C:89]=3[N:88]=2)[CH:76]2[C:85]3[N:84]=[CH:83][CH:82]=[CH:81][C:80]=3[CH2:79][CH2:78][CH2:77]2)=[CH:70][CH:69]=1. The catalyst class is: 3. (7) Reactant: [Cl:1][C:2]1[N:7]=[C:6]([C:8]2[C:9]([C:13]3[CH:18]=[CH:17][C:16]([Cl:19])=[CH:15][C:14]=3[Cl:20])=[N:10][NH:11][CH:12]=2)[CH:5]=[CH:4][N:3]=1.[C:21](=O)([O-])[O-].[K+].[K+].CI.O. Product: [Cl:1][C:2]1[N:7]=[C:6]([C:8]2[CH:12]=[N:11][N:10]([CH3:21])[C:9]=2[C:13]2[CH:18]=[CH:17][C:16]([Cl:19])=[CH:15][C:14]=2[Cl:20])[CH:5]=[CH:4][N:3]=1. The catalyst class is: 3. (8) Reactant: O[CH2:2][C@@H:3]([C@H:5]([C@@H:7]([C@@H:9]([CH2:11][OH:12])[OH:10])[OH:8])O)[OH:4]. Product: [CH2:11]1[O:12][C@@H:5]2[C@@H:3]([OH:4])[CH2:2][O:8][C@@H:7]2[C@@H:9]1[OH:10]. The catalyst class is: 6.